Dataset: Catalyst prediction with 721,799 reactions and 888 catalyst types from USPTO. Task: Predict which catalyst facilitates the given reaction. The catalyst class is: 24. Reactant: [CH:1]1([NH:7][C:8]2[C:9]([C:22]3[CH:27]=[CH:26][CH:25]=[CH:24][CH:23]=3)=[N:10][C:11]3[C:16]([N:17]=2)=[CH:15][C:14]([C:18]([O:20]C)=[O:19])=[CH:13][CH:12]=3)[CH2:6][CH2:5][CH2:4][CH2:3][CH2:2]1.[OH-].[Na+]. Product: [CH:1]1([NH:7][C:8]2[C:9]([C:22]3[CH:23]=[CH:24][CH:25]=[CH:26][CH:27]=3)=[N:10][C:11]3[C:16]([N:17]=2)=[CH:15][C:14]([C:18]([OH:20])=[O:19])=[CH:13][CH:12]=3)[CH2:6][CH2:5][CH2:4][CH2:3][CH2:2]1.